From a dataset of Full USPTO retrosynthesis dataset with 1.9M reactions from patents (1976-2016). Predict the reactants needed to synthesize the given product. (1) Given the product [F:18][C:3]1[C:4]([CH3:17])=[N:5][C:6]2[N:7]([N:8]=[C:9]([C:11]3[CH:16]=[CH:15][CH:14]=[CH:13][CH:12]=3)[CH:10]=2)[CH:2]=1, predict the reactants needed to synthesize it. The reactants are: Cl[C:2]1[N:7]2[N:8]=[C:9]([C:11]3[CH:16]=[CH:15][CH:14]=[CH:13][CH:12]=3)[CH:10]=[C:6]2[N:5]=[C:4]([CH3:17])[C:3]=1[F:18]. (2) Given the product [CH3:23][C:24]1[CH:29]=[CH:28][C:27]([S:30]([NH:1][C:2]2[CH:3]=[CH:4][C:5]([O:16][C:17]3[CH:18]=[CH:19][CH:20]=[CH:21][CH:22]=3)=[C:6]([C:8]3[CH:9]=[CH:10][C:11](=[O:15])[N:12]([CH3:14])[N:13]=3)[CH:7]=2)(=[O:32])=[O:31])=[CH:26][CH:25]=1, predict the reactants needed to synthesize it. The reactants are: [NH2:1][C:2]1[CH:3]=[CH:4][C:5]([O:16][C:17]2[CH:22]=[CH:21][CH:20]=[CH:19][CH:18]=2)=[C:6]([C:8]2[CH:9]=[CH:10][C:11](=[O:15])[N:12]([CH3:14])[N:13]=2)[CH:7]=1.[CH3:23][C:24]1[CH:29]=[CH:28][C:27]([S:30](Cl)(=[O:32])=[O:31])=[CH:26][CH:25]=1.C(N(CC)CC)C. (3) Given the product [Br:25][C:26]1[CH:31]=[CH:30][C:29]([CH:21]([N:13]2[CH2:12][CH2:11][C:9]3([O:8][CH2:7][C:6](=[O:16])[N:5]([CH:2]4[CH2:4][CH2:3]4)[CH2:10]3)[CH2:15][CH2:14]2)[C:22]([OH:24])=[O:23])=[CH:28][CH:27]=1, predict the reactants needed to synthesize it. The reactants are: Cl.[CH:2]1([N:5]2[CH2:10][C:9]3([CH2:15][CH2:14][NH:13][CH2:12][CH2:11]3)[O:8][CH2:7][C:6]2=[O:16])[CH2:4][CH2:3]1.[OH-].[Na+].O.O=[CH:21][C:22]([OH:24])=[O:23].[Br:25][C:26]1[CH:31]=[CH:30][C:29](B(O)O)=[CH:28][CH:27]=1. (4) Given the product [C:43]([OH:44])(=[O:49])[CH2:45][CH2:25][C:26]([OH:34])=[O:51].[C:43]([OH:44])(=[O:34])[CH2:45][CH2:47][C:48]([OH:49])=[O:51].[F:1][C:2]1[CH:11]=[CH:10][C:9]([N:12]2[CH2:13][CH2:14][CH:15]([N:18]3[CH2:23][CH2:22][N:21]([C:24]4[CH:25]=[C:26]([O:34][CH3:35])[CH:27]=[C:28]5[C:33]=4[N:32]=[CH:31][CH:30]=[CH:29]5)[CH2:20][CH2:19]3)[CH2:16][CH2:17]2)=[C:8]2[C:3]=1[C:4]([O:40][CH3:41])=[CH:5][C:6]([C:36]([F:37])([F:39])[F:38])=[N:7]2, predict the reactants needed to synthesize it. The reactants are: [F:1][C:2]1[CH:11]=[CH:10][C:9]([N:12]2[CH2:17][CH2:16][CH:15]([N:18]3[CH2:23][CH2:22][N:21]([C:24]4[CH:25]=[C:26]([O:34][CH3:35])[CH:27]=[C:28]5[C:33]=4[N:32]=[CH:31][CH:30]=[CH:29]5)[CH2:20][CH2:19]3)[CH2:14][CH2:13]2)=[C:8]2[C:3]=1[C:4]([O:40][CH3:41])=[CH:5][C:6]([C:36]([F:39])([F:38])[F:37])=[N:7]2.C[C:43]([CH3:45])=[O:44].C1C[O:49][CH2:48][CH2:47]1.[OH2:51].